From a dataset of Catalyst prediction with 721,799 reactions and 888 catalyst types from USPTO. Predict which catalyst facilitates the given reaction. Reactant: CO[C:3](=[O:13])[C:4]1[C:9]([I:10])=[CH:8][CH:7]=[CH:6][C:5]=1[CH2:11]Br.[CH3:14][C:15]1[CH:16]=[C:17]([CH:20]=[CH:21][CH:22]=1)[CH2:18][NH2:19].C([O-])([O-])=O.[K+].[K+].C(OCC)(=O)C. Product: [I:10][C:9]1[CH:8]=[CH:7][CH:6]=[C:5]2[C:4]=1[C:3](=[O:13])[N:19]([CH2:18][C:17]1[CH:20]=[CH:21][CH:22]=[C:15]([CH3:14])[CH:16]=1)[CH2:11]2. The catalyst class is: 345.